The task is: Predict the reaction yield, written as a fraction of the theoretical maximum amount of product (1.0 means a 100% yield; for example, 0.34 means a 34% yield).. This data is from Reaction yield outcomes from USPTO patents with 853,638 reactions. (1) The reactants are [Cl:1][C:2]1[CH:10]=[C:9]2[C:5]([C@@:6]3([C@@H:15]([C:16]4[CH:21]=[CH:20][CH:19]=[C:18]([Cl:22])[C:17]=4[F:23])[C@H:14]([C:24](O)=[O:25])[NH:13][C:12]43[CH2:29][C:28]([CH2:32][F:33])([CH2:30][F:31])[CH2:27]4)[C:7](=[O:11])[NH:8]2)=[CH:4][CH:3]=1.Cl.[NH2:35][C@H:36]1[CH2:41][CH2:40][C@H:39]([C:42]([N:44]([CH3:46])[CH3:45])=[O:43])[CH2:38][CH2:37]1. No catalyst specified. The product is [Cl:1][C:2]1[CH:10]=[C:9]2[C:5]([C@@:6]3([C@@H:15]([C:16]4[CH:21]=[CH:20][CH:19]=[C:18]([Cl:22])[C:17]=4[F:23])[C@H:14]([C:24]([NH:35][C@H:36]4[CH2:37][CH2:38][C@H:39]([C:42](=[O:43])[N:44]([CH3:45])[CH3:46])[CH2:40][CH2:41]4)=[O:25])[NH:13][C:12]43[CH2:27][C:28]([CH2:30][F:31])([CH2:32][F:33])[CH2:29]4)[C:7](=[O:11])[NH:8]2)=[CH:4][CH:3]=1. The yield is 0.680. (2) The reactants are [CH3:1][O:2][C:3]1[CH:11]=[CH:10][C:6]([C:7]([OH:9])=O)=[C:5]([CH3:12])[CH:4]=1.[CH2:13]([NH:15][CH2:16][CH3:17])[CH3:14]. The catalyst is S(Cl)(Cl)=O.O. The product is [CH2:13]([N:15]([CH2:16][CH3:17])[C:7](=[O:9])[C:6]1[CH:10]=[CH:11][C:3]([O:2][CH3:1])=[CH:4][C:5]=1[CH3:12])[CH3:14]. The yield is 0.547. (3) The reactants are [CH3:1][C:2]([C:6]1[NH:7][C:8]2[C:13]([CH:14]=1)=[CH:12][C:11]([N+:15]([O-])=O)=[CH:10][CH:9]=2)([CH3:5])[CH2:3][OH:4].O.O.[Sn](Cl)(Cl)(Cl)Cl. The catalyst is C(O)C.C(OCC)(=O)C.O. The product is [NH2:15][C:11]1[CH:12]=[C:13]2[C:8](=[CH:9][CH:10]=1)[NH:7][C:6]([C:2]([CH3:5])([CH3:1])[CH2:3][OH:4])=[CH:14]2. The yield is 0.980. (4) The reactants are Cl([O-])=O.[Na+].[OH2:5].P([O-])(O)(O)=O.[Na+].[Cl:12][C:13]1[N:14]=[C:15]([CH:20]2[CH2:22][CH2:21]2)[NH:16][C:17]=1[CH:18]=[O:19].CC(=CC)C. The catalyst is O.C1COCC1.C(O)(C)(C)C. The product is [Cl:12][C:13]1[N:14]=[C:15]([CH:20]2[CH2:21][CH2:22]2)[NH:16][C:17]=1[C:18]([OH:5])=[O:19]. The yield is 0.950. (5) The reactants are [NH2:1][C:2]1[CH:3]=[C:4]2[C:9](=[CH:10][CH:11]=1)[NH:8][C:7](=[O:12])[CH:6]=[CH:5]2.[N:13]([O-])=O.[Na+].O.O.Cl[Sn]Cl.[CH:22]1([C:27](=O)[CH2:28][C:29]#[N:30])[CH2:26][CH2:25][CH2:24][CH2:23]1. The catalyst is Cl.O. The product is [NH2:30][C:29]1[N:1]([C:2]2[CH:3]=[C:4]3[C:9](=[CH:10][CH:11]=2)[NH:8][C:7](=[O:12])[CH:6]=[CH:5]3)[N:13]=[C:27]([CH:22]2[CH2:26][CH2:25][CH2:24][CH2:23]2)[CH:28]=1. The yield is 0.570. (6) The product is [Br:10][C:11]1[CH:16]=[C:15]([CH3:17])[C:14]([S:18]([N:21]2[CH2:26][CH2:25][CH2:24][CH2:23][CH:22]2[CH2:27][O:28][CH2:2][C:3]([O:5][C:6]([CH3:9])([CH3:8])[CH3:7])=[O:4])(=[O:19])=[O:20])=[C:13]([CH3:29])[CH:12]=1. The reactants are Br[CH2:2][C:3]([O:5][C:6]([CH3:9])([CH3:8])[CH3:7])=[O:4].[Br:10][C:11]1[CH:16]=[C:15]([CH3:17])[C:14]([S:18]([N:21]2[CH2:26][CH2:25][CH2:24][CH2:23][CH:22]2[CH2:27][OH:28])(=[O:20])=[O:19])=[C:13]([CH3:29])[CH:12]=1.CCOC(C)=O.CCCCCC. The catalyst is S([O-])(O)(=O)=O.C([N+](CCCC)(CCCC)CCCC)CCC.C(OCC)(=O)C. The yield is 0.782. (7) The reactants are [CH3:1][O:2][CH2:3][CH2:4][O:5][C:6]1[N:7]=[CH:8][C:9]([S:12][C:13]2[CH:18]=[C:17]([CH3:19])[C:16]([C:20]3[N:21]=[C:22]([NH:25][C:26](=[O:33])[C:27]4[CH:32]=[CH:31][N:30]=[CH:29][CH:28]=4)[S:23][CH:24]=3)=[C:15]([CH3:34])[CH:14]=2)=[N:10][CH:11]=1.C(OC(=O)C)(=[O:37])C.OO. The catalyst is ClCCl. The product is [CH3:1][O:2][CH2:3][CH2:4][O:5][C:6]1[N:7]=[CH:8][C:9]([S:12]([C:13]2[CH:18]=[C:17]([CH3:19])[C:16]([C:20]3[N:21]=[C:22]([NH:25][C:26](=[O:33])[C:27]4[CH:28]=[CH:29][N:30]=[CH:31][CH:32]=4)[S:23][CH:24]=3)=[C:15]([CH3:34])[CH:14]=2)=[O:37])=[N:10][CH:11]=1. The yield is 0.490. (8) The reactants are C[O:2][C:3](=[O:30])[C:4]1[CH:9]=[CH:8][CH:7]=[C:6]([O:10][C:11]2[CH:16]=[CH:15][C:14]([Cl:17])=[CH:13][C:12]=2[NH:18][C:19]2[C:28]3[C:23](=[N:24][C:25]([CH3:29])=[CH:26][CH:27]=3)[N:22]=[CH:21][CH:20]=2)[CH:5]=1.C1COCC1.O.[Li+].[OH-]. The catalyst is CC(O)=O. The product is [Cl:17][C:14]1[CH:15]=[CH:16][C:11]([O:10][C:6]2[CH:5]=[C:4]([CH:9]=[CH:8][CH:7]=2)[C:3]([OH:30])=[O:2])=[C:12]([NH:18][C:19]2[C:28]3[C:23](=[N:24][C:25]([CH3:29])=[CH:26][CH:27]=3)[N:22]=[CH:21][CH:20]=2)[CH:13]=1. The yield is 0.420. (9) The reactants are Br[C:2]1[CH:7]=[CH:6]N=[C:4]2[N:8]([CH3:13])[CH:9]=[C:10]([CH:11]=[O:12])[C:3]=12.[CH3:14][NH:15][C:16]1[CH:21]=[CH:20][CH:19]=[CH:18][CH:17]=1.[CH:22]1(P(C2CCCCC2)C2C=CC=CC=2C2C(C(C)C)=CC(C(C)C)=CC=2C(C)C)CCCCC1.C(=O)([O-])[O-].[K+].[K+]. The catalyst is C(O)(C)(C)C.C1C=CC(/C=C/C(/C=C/C2C=CC=CC=2)=O)=CC=1.C1C=CC(/C=C/C(/C=C/C2C=CC=CC=2)=O)=CC=1.C1C=CC(/C=C/C(/C=C/C2C=CC=CC=2)=O)=CC=1.[Pd].[Pd]. The product is [CH3:13][N:8]1[C:4]2[C:3](=[C:2]([N:15]([CH3:14])[C:16]3[CH:21]=[CH:20][CH:19]=[CH:18][CH:17]=3)[CH:7]=[CH:6][CH:22]=2)[C:10]([CH:11]=[O:12])=[CH:9]1. The yield is 0.290. (10) No catalyst specified. The yield is 0.800. The product is [OH:10][CH:7]([C:6]1[CH:5]=[CH:4][C:3]([OH:11])=[CH:2][CH:1]=1)[CH2:8][NH:9][C:28]([C:24]([CH3:25])([CH3:26])[CH3:27])=[O:29]. The reactants are [CH:1]1[C:6]([CH:7]([OH:10])[CH2:8][NH2:9])=[CH:5][CH:4]=[C:3]([OH:11])[CH:2]=1.Cl.[C:24](OC(OC(O[C:24]([CH3:27])([CH3:26])[CH3:25])=O)=O)([CH3:27])([CH3:26])[CH3:25].[CH3:28][OH:29].